From a dataset of TCR-epitope binding with 47,182 pairs between 192 epitopes and 23,139 TCRs. Binary Classification. Given a T-cell receptor sequence (or CDR3 region) and an epitope sequence, predict whether binding occurs between them. (1) The epitope is FSKQLQQSM. The TCR CDR3 sequence is CASSLAGGLGGYNEQFF. Result: 0 (the TCR does not bind to the epitope). (2) The epitope is KRWIIMGLNK. The TCR CDR3 sequence is CSVEVWDEETQYF. Result: 0 (the TCR does not bind to the epitope). (3) The epitope is YFPLQSYGF. The TCR CDR3 sequence is CASSPLAGWTTGELFF. Result: 1 (the TCR binds to the epitope). (4) The epitope is RTLNAWVKV. The TCR CDR3 sequence is CATRPGTSDYNEQFF. Result: 0 (the TCR does not bind to the epitope). (5) The epitope is NLVPMVATV. Result: 1 (the TCR binds to the epitope). The TCR CDR3 sequence is CASSEGGTGYTDTQYF. (6) The epitope is VLWAHGFEL. The TCR CDR3 sequence is CASSSGWGVGTDTQYF. Result: 1 (the TCR binds to the epitope).